Dataset: Full USPTO retrosynthesis dataset with 1.9M reactions from patents (1976-2016). Task: Predict the reactants needed to synthesize the given product. (1) Given the product [N+:15]([C:12]1[CH:13]=[CH:14][C:9]([NH:7][C:2]2[CH:3]=[CH:4][CH:5]=[CH:6][N:1]=2)=[N:10][CH:11]=1)([O-:17])=[O:16], predict the reactants needed to synthesize it. The reactants are: [N:1]1[CH:6]=[CH:5][CH:4]=[CH:3][C:2]=1[NH2:7].Br[C:9]1[CH:14]=[CH:13][C:12]([N+:15]([O-:17])=[O:16])=[CH:11][N:10]=1.C1(P(C2C=CC=CC=2)CCCP(C2C=CC=CC=2)C2C=CC=CC=2)C=CC=CC=1.CC(C)([O-])C.[Na+]. (2) Given the product [CH2:9]([N:24]1[C:11]2[CH2:10][CH2:9][NH:8][CH2:13][C:12]=2[C:22]([C:19]2[CH:20]=[CH:21][C:16]([CH3:15])=[CH:17][CH:18]=2)=[CH:23]1)[CH2:10][CH2:11][CH3:12], predict the reactants needed to synthesize it. The reactants are: C(OC([N:8]1[CH2:13][CH2:12][C:11](=O)[CH2:10][CH2:9]1)=O)(C)(C)C.[CH3:15][C:16]1[CH:21]=[CH:20][C:19]([CH:22]=[CH:23][N+:24]([O-])=O)=[CH:18][CH:17]=1. (3) Given the product [CH2:14]([NH:21][C:2]1[CH:7]=[CH:6][CH:5]=[CH:4][C:3]=1[CH:8]1[CH2:10][CH:9]1[CH:11]1[CH2:13][CH2:12]1)[C:15]1[CH:20]=[CH:19][CH:18]=[CH:17][CH:16]=1, predict the reactants needed to synthesize it. The reactants are: Br[C:2]1[CH:7]=[CH:6][CH:5]=[CH:4][C:3]=1[CH:8]1[CH2:10][CH:9]1[CH:11]1[CH2:13][CH2:12]1.[CH2:14]([NH2:21])[C:15]1[CH:20]=[CH:19][CH:18]=[CH:17][CH:16]=1.C([O-])(C)(C)C.[Na+].C(OCC)(=O)C. (4) Given the product [O:39]=[C:38]([N:10]1[CH2:11][CH2:12][N:7]([CH2:6][C:5]2[CH:13]=[CH:14][CH:15]=[C:3]([C:2]([F:1])([F:16])[F:17])[CH:4]=2)[CH2:8][CH2:9]1)[CH2:37][N:20]1[CH2:21][CH2:22][CH2:23][C:24]([C:31]2[CH:36]=[CH:35][CH:34]=[CH:33][CH:32]=2)([C:25]2[CH:30]=[CH:29][CH:28]=[CH:27][CH:26]=2)[C:19]1=[O:18], predict the reactants needed to synthesize it. The reactants are: [F:1][C:2]([F:17])([F:16])[C:3]1[CH:4]=[C:5]([CH:13]=[CH:14][CH:15]=1)[CH2:6][N:7]1[CH2:12][CH2:11][NH:10][CH2:9][CH2:8]1.[O:18]=[C:19]1[C:24]([C:31]2[CH:36]=[CH:35][CH:34]=[CH:33][CH:32]=2)([C:25]2[CH:30]=[CH:29][CH:28]=[CH:27][CH:26]=2)[CH2:23][CH2:22][CH2:21][N:20]1[CH2:37][C:38](O)=[O:39].Cl.C(N=C=NCCCN(C)C)C. (5) Given the product [CH2:3]([C:4]1[O:18][C:17](=[O:19])[C:8]2[CH:9]=[C:10]3[C:15]([CH:14]=[CH:13][CH:12]=[CH:11]3)=[CH:16][C:7]=2[N:6]=1)[CH:2]([CH3:20])[CH3:1], predict the reactants needed to synthesize it. The reactants are: [CH3:1][CH:2]([CH3:20])[CH2:3][C:4]([NH:6][C:7]1[C:8]([C:17]([OH:19])=[O:18])=[CH:9][C:10]2[C:15]([CH:16]=1)=[CH:14][CH:13]=[CH:12][CH:11]=2)=O.